From a dataset of Forward reaction prediction with 1.9M reactions from USPTO patents (1976-2016). Predict the product of the given reaction. (1) The product is: [CH:1]1([C:4]2[N:13]=[C:12]([N:62]3[CH2:61][CH2:60][N:59]([C:54]4[CH:53]=[CH:52][C:51]([N+:48]([O-:50])=[O:49])=[CH:58][C:55]=4[C:56]#[N:57])[CH2:64][CH2:63]3)[C:11]3[C:6](=[CH:7][C:8]([O:31][CH3:32])=[C:9]([O:29][CH3:30])[CH:10]=3)[N:5]=2)[CH2:3][CH2:2]1. Given the reactants [CH:1]1([C:4]2[N:13]=[C:12](N3CCN(C4C=CC(F)=CC=4OC)CC3)[C:11]3[C:6](=[CH:7][C:8]([O:31][CH3:32])=[C:9]([O:29][CH3:30])[CH:10]=3)[N:5]=2)[CH2:3][CH2:2]1.FC1C=CC(N2CCNCC2)=C(OC)C=1.[N+:48]([C:51]1[CH:52]=[CH:53][C:54]([N:59]2[CH2:64][CH2:63][NH:62][CH2:61][CH2:60]2)=[C:55]([CH:58]=1)[C:56]#[N:57])([O-:50])=[O:49], predict the reaction product. (2) Given the reactants [C:1]([O:4][C@@H:5]([CH2:10][N+:11]([CH3:14])([CH3:13])[CH3:12])[CH2:6][C:7]([OH:9])=O)(=[O:3])[CH3:2].Cl.Cl.[N:17]1([C:23]2[CH:28]=[CH:27][C:26]([N:29]3[CH2:33][C@H:32]([CH2:34][O:35][C:36]4[CH:40]=[CH:39][O:38][N:37]=4)[O:31][C:30]3=[O:41])=[CH:25][C:24]=2[F:42])[CH2:22][CH2:21][NH:20][CH2:19][CH2:18]1.C(N(CC)CC)C.[Cl:50]CCl, predict the reaction product. The product is: [Cl-:50].[C:1]([O:4][C@@H:5]([CH2:10][N+:11]([CH3:14])([CH3:13])[CH3:12])[CH2:6][C:7]([N:20]1[CH2:19][CH2:18][N:17]([C:23]2[CH:28]=[CH:27][C:26]([N:29]3[CH2:33][C@H:32]([CH2:34][O:35][C:36]4[CH:40]=[CH:39][O:38][N:37]=4)[O:31][C:30]3=[O:41])=[CH:25][C:24]=2[F:42])[CH2:22][CH2:21]1)=[O:9])(=[O:3])[CH3:2]. (3) Given the reactants Cl[C:2]1[C:3]([NH:12][CH:13]([CH2:16][CH:17]([CH3:19])[CH3:18])[CH2:14]O)=[N:4][C:5]2[C:10]([N:11]=1)=[CH:9][CH:8]=[CH:7][CH:6]=2.C([N:22](CC)CC)C.O, predict the reaction product. The product is: [CH2:16]([C:13]1[N:12]=[C:3]2[C:2]([NH2:22])=[N:11][C:10]3[C:5](=[CH:6][CH:7]=[CH:8][CH:9]=3)[N:4]2[CH:14]=1)[CH:17]([CH3:19])[CH3:18]. (4) Given the reactants [OH:1][C:2]1[C:3]([CH3:24])=[C:4]2[C:9](=[C:10]([CH3:13])[C:11]=1[CH3:12])[O:8][C:7]([CH3:23])([C:14]([N:16]([CH2:20][CH2:21][OH:22])[CH2:17][CH2:18][OH:19])=[O:15])[CH2:6][CH2:5]2.[O:25]=[N+]([O-])[O-].[O-][N+](=O)[O-].[O-][N+](=O)[O-].[O-][N+](=O)[O-].[O-][N+](=O)[O-].[O-][N+](=O)[O-].[Ce+4].[NH4+].[NH4+], predict the reaction product. The product is: [OH:25][C:7]([CH3:23])([CH2:6][CH2:5][C:4]1[C:9](=[O:8])[C:10]([CH3:13])=[C:11]([CH3:12])[C:2](=[O:1])[C:3]=1[CH3:24])[C:14]([N:16]([CH2:20][CH2:21][OH:22])[CH2:17][CH2:18][OH:19])=[O:15]. (5) Given the reactants [CH3:1][S:2]([C:5]1[CH:6]=[CH:7][C:8]([C@@H:11]([OH:21])[C@H:12]([NH:15][C:16]([CH:18]([Cl:20])[Cl:19])=[O:17])[CH2:13][OH:14])=[CH:9][CH:10]=1)(=[O:4])=[O:3].Cl[C:23](OCC)=[O:24].C(N(CC)CC)C.O, predict the reaction product. The product is: [Cl:19][CH:18]([Cl:20])[C:16]([N:15]1[C@H:12]([CH2:13][OH:14])[C@@H:11]([C:8]2[CH:7]=[CH:6][C:5]([S:2]([CH3:1])(=[O:3])=[O:4])=[CH:10][CH:9]=2)[O:21][C:23]1=[O:24])=[O:17]. (6) Given the reactants [Cl:1][C:2]1[CH:7]=[CH:6][C:5]([C:8]2[NH:13][C:12](=O)[C:11]([C:15]([OH:17])=[O:16])=[CH:10][C:9]=2[C:18]2[CH:23]=[CH:22][CH:21]=[CH:20][CH:19]=2)=[CH:4][CH:3]=1.[CH3:24][OH:25].[CH3:26][Si]([CH:30]=[N+:31]=[N-])(C)C, predict the reaction product. The product is: [CH3:24][O:25][C:12]1[C:11]([C:30]#[N:31])=[CH:10][C:9]([C:18]2[CH:19]=[CH:20][CH:21]=[CH:22][CH:23]=2)=[C:8]([C:5]2[CH:6]=[CH:7][C:2]([Cl:1])=[CH:3][CH:4]=2)[N:13]=1.[CH3:24][O:25][C:12]1[C:11]([C:15]([O:17][CH3:26])=[O:16])=[CH:10][C:9]([C:18]2[CH:23]=[CH:22][CH:21]=[CH:20][CH:19]=2)=[C:8]([C:5]2[CH:6]=[CH:7][C:2]([Cl:1])=[CH:3][CH:4]=2)[N:13]=1. (7) Given the reactants [S:1]1[CH:5]=[CH:4][CH:3]=[C:2]1[C:6]1([C:12](Cl)=[O:13])[CH2:11][CH2:10][O:9][CH2:8][CH2:7]1.O.[NH2:16][NH2:17], predict the reaction product. The product is: [S:1]1[CH:5]=[CH:4][CH:3]=[C:2]1[C:6]1([C:12]([NH:16][NH2:17])=[O:13])[CH2:11][CH2:10][O:9][CH2:8][CH2:7]1. (8) Given the reactants [F:1][C:2]1[CH:3]=[C:4]([CH:17]=[CH:18][C:19]=1[CH2:20][N:21]1[CH2:26][CH2:25][N:24]([CH3:27])[CH2:23][CH2:22]1)[O:5][CH:6]1[CH2:9][N:8](C(OC(C)(C)C)=O)[CH2:7]1.C(O)(C(F)(F)F)=O, predict the reaction product. The product is: [NH:8]1[CH2:9][CH:6]([O:5][C:4]2[CH:17]=[CH:18][C:19]([CH2:20][N:21]3[CH2:22][CH2:23][N:24]([CH3:27])[CH2:25][CH2:26]3)=[C:2]([F:1])[CH:3]=2)[CH2:7]1. (9) Given the reactants F[C:2]1[CH:9]=[C:8]([F:10])[CH:7]=[C:6](OC)[C:3]=1[C:4]#[N:5].[OH2:13].[NH2:14][NH2:15].[CH3:16]C(O)=O.CCOC(C)=O, predict the reaction product. The product is: [F:10][C:8]1[CH:9]=[C:2]2[C:3]([C:4]([NH2:5])=[N:14][NH:15]2)=[C:6]([O:13][CH3:16])[CH:7]=1.